The task is: Predict the reactants needed to synthesize the given product.. This data is from Full USPTO retrosynthesis dataset with 1.9M reactions from patents (1976-2016). (1) Given the product [C:6]1([CH:12]([C:15]2[CH:20]=[CH:19][CH:18]=[CH:17][CH:16]=2)[CH:13]=[CH2:1])[CH:11]=[CH:10][CH:9]=[CH:8][CH:7]=1, predict the reactants needed to synthesize it. The reactants are: [CH2:1]([Li])CCC.[C:6]1([CH:12]([C:15]2[CH:20]=[CH:19][CH:18]=[CH:17][CH:16]=2)[CH:13]=O)[CH:11]=[CH:10][CH:9]=[CH:8][CH:7]=1.C(OCC)C. (2) Given the product [CH3:55][O:56][C:57]([NH:59][C@@H:60]([CH:64]([CH3:66])[CH3:65])[C:61]([N:7]1[CH2:8][C@@H:4]([CH2:3][O:2][CH3:1])[CH2:5][C@H:6]1[C:9]1[NH:10][C:11]([C:14]2[CH:15]=[C:16]3[CH2:17][O:18][C:19]4[C:24]5=[C:23]([CH:22]=[C:21]([C:30]6[NH:34][C:33]([C@@H:35]7[CH2:39][C@H:38]([CH3:40])[CH2:37][N:36]7[C:41](=[O:54])[C@H:42]([NH:49][C:50]([O:51][CH3:52])=[O:53])[C:43]7[CH:44]=[CH:45][CH:46]=[CH:47][CH:48]=7)=[N:32][CH:31]=6)[CH:20]=4)[CH2:29][O:28][C:26]([CH:27]=2)=[C:25]35)=[CH:12][N:13]=1)=[O:62])=[O:58], predict the reactants needed to synthesize it. The reactants are: [CH3:1][O:2][CH2:3][C@@H:4]1[CH2:8][NH:7][C@H:6]([C:9]2[NH:10][C:11]([C:14]3[CH:27]=[C:26]4[O:28][CH2:29][C:23]5[C:24]6[C:25]4=[C:16]([CH2:17][O:18][C:19]=6[CH:20]=[C:21]([C:30]4[NH:34][C:33]([C@@H:35]6[CH2:39][C@H:38]([CH3:40])[CH2:37][N:36]6[C:41](=[O:54])[C@H:42]([NH:49][C:50](=[O:53])[O:51][CH3:52])[C:43]6[CH:48]=[CH:47][CH:46]=[CH:45][CH:44]=6)=[N:32][CH:31]=4)[CH:22]=5)[CH:15]=3)=[CH:12][N:13]=2)[CH2:5]1.[CH3:55][O:56][C:57]([NH:59][C@@H:60]([CH:64]([CH3:66])[CH3:65])[C:61](O)=[O:62])=[O:58].CN(C(ON1N=NC2C=CC=NC1=2)=[N+](C)C)C.F[P-](F)(F)(F)(F)F. (3) Given the product [NH2:1][C:2]1[CH:3]=[C:4]([S:8][C:11]2[CH:16]=[CH:15][C:14]([CH2:17][C:18]([O:20][CH2:21][CH3:22])=[O:19])=[CH:13][CH:12]=2)[CH:5]=[CH:6][CH:7]=1, predict the reactants needed to synthesize it. The reactants are: [NH2:1][C:2]1[CH:3]=[C:4]([SH:8])[CH:5]=[CH:6][CH:7]=1.[BH4-].I[C:11]1[CH:16]=[CH:15][C:14]([CH2:17][C:18]([O:20][CH2:21][CH3:22])=[O:19])=[CH:13][CH:12]=1. (4) Given the product [CH2:17]([O:14][C:13](=[O:15])[CH2:12][CH2:11][C:10]([NH:9][CH2:8][C:5]1[CH:4]=[CH:3][C:2]([Br:1])=[CH:7][N:6]=1)=[O:16])[CH3:18], predict the reactants needed to synthesize it. The reactants are: [Br:1][C:2]1[CH:3]=[CH:4][C:5]([CH2:8][NH:9][C:10](=[O:16])[CH2:11][CH2:12][C:13]([OH:15])=[O:14])=[N:6][CH:7]=1.[C:17]12(CS(O)(=O)=O)C(C)(C)C(CC1)C[C:18]2=O. (5) Given the product [F:1][C:2]1[CH:3]=[C:4]([CH:24]=[CH:25][C:26]=1[NH:27][C:28]([NH:30][C:31]1[CH:36]=[C:35]([CH3:37])[CH:34]=[CH:33][C:32]=1[F:38])=[O:29])[O:5][C:6]1[CH:11]=[CH:10][N:9]=[C:8]([C:12]2[NH:16][CH:15]=[C:14]([C:17]([NH:19][CH2:20][CH2:21][CH2:22][N:43]3[CH2:44][CH2:45][CH:40]([OH:39])[CH2:41][CH2:42]3)=[O:18])[CH:13]=2)[CH:7]=1, predict the reactants needed to synthesize it. The reactants are: [F:1][C:2]1[CH:3]=[C:4]([CH:24]=[CH:25][C:26]=1[NH:27][C:28]([NH:30][C:31]1[CH:36]=[C:35]([CH3:37])[CH:34]=[CH:33][C:32]=1[F:38])=[O:29])[O:5][C:6]1[CH:11]=[CH:10][N:9]=[C:8]([C:12]2[NH:16][CH:15]=[C:14]([C:17]([NH:19][CH2:20][CH2:21][CH:22]=O)=[O:18])[CH:13]=2)[CH:7]=1.[OH:39][CH:40]1[CH2:45][CH2:44][NH:43][CH2:42][CH2:41]1.C(O)(=O)C.C([BH3-])#N.[Na+].C1COCC1.